Regression/Classification. Given a drug SMILES string, predict its absorption, distribution, metabolism, or excretion properties. Task type varies by dataset: regression for continuous measurements (e.g., permeability, clearance, half-life) or binary classification for categorical outcomes (e.g., BBB penetration, CYP inhibition). For this dataset (ppbr_az), we predict Y. From a dataset of Plasma protein binding rate (PPBR) regression data from AstraZeneca. (1) The compound is Cc1ccc(S(=O)(=O)NCCSc2nnnn2-c2ccc(C(N)=O)cc2)cc1. The Y is 89.9 %. (2) The drug is CC(C)NC(=O)c1cnc(N2CCC(N3C(=O)OCc4ccccc43)CC2)c(Cl)c1. The Y is 99.4 %.